Dataset: Peptide-MHC class II binding affinity with 134,281 pairs from IEDB. Task: Regression. Given a peptide amino acid sequence and an MHC pseudo amino acid sequence, predict their binding affinity value. This is MHC class II binding data. (1) The peptide sequence is IQLVFSSMINPLVIT. The MHC is DRB1_1101 with pseudo-sequence DRB1_1101. The binding affinity (normalized) is 0.631. (2) The peptide sequence is QVTIAEILIIIMRTF. The MHC is DRB1_0101 with pseudo-sequence DRB1_0101. The binding affinity (normalized) is 0.292. (3) The peptide sequence is YNREERVRFDSDVGE. The MHC is DRB1_1101 with pseudo-sequence DRB1_1101. The binding affinity (normalized) is 0.338. (4) The peptide sequence is FSLSAAVKAGASLID. The MHC is DRB1_1501 with pseudo-sequence DRB1_1501. The binding affinity (normalized) is 0.180. (5) The peptide sequence is TCGFVDERGLYKSLK. The MHC is DRB3_0202 with pseudo-sequence DRB3_0202. The binding affinity (normalized) is 0. (6) The peptide sequence is GELQIVDKIDAKFKI. The MHC is DRB1_0404 with pseudo-sequence DRB1_0404. The binding affinity (normalized) is 0.354. (7) The peptide sequence is GVLAGLAFQEMENFL. The MHC is HLA-DQA10201-DQB10303 with pseudo-sequence HLA-DQA10201-DQB10303. The binding affinity (normalized) is 0.420.